The task is: Predict the product of the given reaction.. This data is from Forward reaction prediction with 1.9M reactions from USPTO patents (1976-2016). (1) Given the reactants Br[C:2]1[CH:9]=[CH:8][C:5]([C:6]#[N:7])=[CH:4][C:3]=1[F:10].C1(P(C2CCCCC2)C2C=CC=CC=2C2C(N(C)C)=CC=CC=2)CCCCC1.[Cl-].[C:40]([O:44][C:45](=[O:48])[CH2:46][Zn+])([CH3:43])([CH3:42])[CH3:41], predict the reaction product. The product is: [C:6]([C:5]1[CH:8]=[CH:9][C:2]([CH2:46][C:45]([O:44][C:40]([CH3:43])([CH3:42])[CH3:41])=[O:48])=[C:3]([F:10])[CH:4]=1)#[N:7]. (2) The product is: [F:20][C:21]1[CH:31]=[CH:30][C:24]([O:25][CH:26]2[CH2:27][N:28]([C:2]3[N:7]=[CH:6][N:5]=[C:4]([NH:8][C:9]4[CH:10]=[C:11]([CH:16]=[CH:17][CH:18]=4)[C:12]([NH:14][CH3:15])=[O:13])[CH:3]=3)[CH2:29]2)=[CH:23][CH:22]=1. Given the reactants Cl[C:2]1[N:7]=[CH:6][N:5]=[C:4]([NH:8][C:9]2[CH:10]=[C:11]([CH:16]=[CH:17][CH:18]=2)[C:12]([NH:14][CH3:15])=[O:13])[CH:3]=1.Cl.[F:20][C:21]1[CH:31]=[CH:30][C:24]([O:25][CH:26]2[CH2:29][NH:28][CH2:27]2)=[CH:23][CH:22]=1.C(N(CC)C(C)C)(C)C, predict the reaction product. (3) Given the reactants [NH2:1][C:2]1[CH:3]=[C:4]([NH:8][C:9](=[O:11])[CH3:10])[CH:5]=[CH:6][CH:7]=1.Cl[C:13]1[C:14]2[C:21]([C:22]([C:24]3[CH:29]=[CH:28][CH:27]=[CH:26][C:25]=3[CH3:30])=[O:23])=[CH:20][NH:19][C:15]=2[N:16]=[CH:17][N:18]=1, predict the reaction product. The product is: [CH3:30][C:25]1[CH:26]=[CH:27][CH:28]=[CH:29][C:24]=1[C:22]([C:21]1[C:14]2[C:13]([NH:1][C:2]3[CH:3]=[C:4]([NH:8][C:9](=[O:11])[CH3:10])[CH:5]=[CH:6][CH:7]=3)=[N:18][CH:17]=[N:16][C:15]=2[NH:19][CH:20]=1)=[O:23]. (4) Given the reactants C(OC([NH:8][NH:9][C:10]([CH2:12][C:13]1[C:22]2[C:17](=[CH:18][C:19]([O:23][CH2:24][C:25]3[CH:30]=[CH:29][CH:28]=[CH:27][CH:26]=3)=[CH:20][CH:21]=2)[O:16][C:15](=[O:31])[CH:14]=1)=[O:11])=O)(C)(C)C.C(Cl)Cl.C(O)(C(F)(F)F)=O, predict the reaction product. The product is: [NH:9]([C:10]([CH2:12][C:13]1[C:22]2[C:17](=[CH:18][C:19]([O:23][CH2:24][C:25]3[CH:30]=[CH:29][CH:28]=[CH:27][CH:26]=3)=[CH:20][CH:21]=2)[O:16][C:15](=[O:31])[CH:14]=1)=[O:11])[NH2:8]. (5) The product is: [C:38]([NH:48][C@H:49]([C:55]([CH:69]([NH2:68])[C:74](=[O:76])[CH2:36][NH:37][S:14]([C:2]1[CH:3]=[CH:4][C:5]2[O:6][C:7]3[CH:13]=[CH:12][CH:11]=[CH:10][C:8]=3[C:9]=2[CH:1]=1)(=[O:16])=[O:15])=[O:57])[CH2:50][CH2:51][CH:52]([CH3:53])[CH3:54])([O:40][CH2:41][C:42]1[CH:43]=[CH:44][CH:45]=[CH:46][CH:47]=1)=[O:39]. Given the reactants [CH:1]1[C:9]2[C:8]3[CH:10]=[CH:11][CH:12]=[CH:13][C:7]=3[O:6][C:5]=2[CH:4]=[CH:3][C:2]=1[S:14](Cl)(=[O:16])=[O:15].ClC1C([C:36]#[N:37])=C(C=CC=1)OC1C=CC(S(Cl)(=O)=O)=CC=1.[C:38]([NH:48][C@H:49]([C:55]([OH:57])=O)[CH2:50][CH2:51][CH:52]([CH3:54])[CH3:53])([O:40][CH2:41][C:42]1[CH:47]=[CH:46][CH:45]=[CH:44][CH:43]=1)=[O:39].C([NH:68][C@H:69]([C:74]([OH:76])=O)CC(C)C)(OCC1C=CC=CC=1)=O, predict the reaction product. (6) Given the reactants [NH2:1][C:2]1[NH:6][N:5]=[C:4]([C:7]2[CH:12]=[CH:11][C:10]([Br:13])=[CH:9][CH:8]=2)[CH:3]=1.CO[CH:16](OC)[CH2:17][C:18](=O)[CH3:19], predict the reaction product. The product is: [Br:13][C:10]1[CH:11]=[CH:12][C:7]([C:4]2[CH:3]=[C:2]3[N:1]=[C:18]([CH3:19])[CH:17]=[CH:16][N:6]3[N:5]=2)=[CH:8][CH:9]=1.